Dataset: Forward reaction prediction with 1.9M reactions from USPTO patents (1976-2016). Task: Predict the product of the given reaction. Given the reactants C([O:3][C:4]([C:6]1[N:7]([C:27]2[CH:32]=[CH:31][C:30]([O:33][CH:34]([CH3:36])[CH3:35])=[CH:29][CH:28]=2)[C:8]2[C:13]([C:14]=1Br)=[CH:12][CH:11]=[C:10]([O:16][C:17]1[CH:22]=[CH:21][CH:20]=[C:19]([C:23]([F:26])([F:25])[F:24])[CH:18]=1)[CH:9]=2)=[O:5])C.[CH3:37][C:38]([CH3:43])([CH3:42])[C:39]([NH2:41])=[O:40], predict the reaction product. The product is: [CH3:37][C:38]([CH3:43])([CH3:42])[C:39]([NH:41][C:14]1[C:13]2[C:8](=[CH:9][C:10]([O:16][C:17]3[CH:22]=[CH:21][CH:20]=[C:19]([C:23]([F:26])([F:24])[F:25])[CH:18]=3)=[CH:11][CH:12]=2)[N:7]([C:27]2[CH:32]=[CH:31][C:30]([O:33][CH:34]([CH3:35])[CH3:36])=[CH:29][CH:28]=2)[C:6]=1[C:4]([OH:5])=[O:3])=[O:40].